The task is: Predict the reactants needed to synthesize the given product.. This data is from Full USPTO retrosynthesis dataset with 1.9M reactions from patents (1976-2016). Given the product [C:1]1([CH:9]=[CH:10][C:11]2[CH:17]=[CH:16][C:14]([OH:15])=[CH:13][CH:12]=2)[CH:8]=[C:6]([OH:7])[CH:5]=[C:3]([OH:4])[CH:2]=1.[C:46]([NH2:54])(=[O:53])[C:47]1[CH:52]=[CH:51][CH:50]=[N:49][CH:48]=1, predict the reactants needed to synthesize it. The reactants are: [C:1]1([CH:9]=[CH:10][C:11]2[CH:17]=[CH:16][C:14]([OH:15])=[CH:13][CH:12]=2)[CH:8]=[C:6]([OH:7])[CH:5]=[C:3]([OH:4])[CH:2]=1.CS(C)=O.CCN(C1C=CC2N=C3C(OC=2C=1)=CC(=O)C1C3=CC=CC=1)CC.[C:46]([NH2:54])(=[O:53])[C:47]1[CH:52]=[CH:51][CH:50]=[N:49][CH:48]=1.